From a dataset of Catalyst prediction with 721,799 reactions and 888 catalyst types from USPTO. Predict which catalyst facilitates the given reaction. (1) Reactant: [F:1][C:2]([F:23])([F:22])[C:3]1[C:4]([CH:9]2[CH2:14][CH2:13][N:12](C(OC(C)(C)C)=O)[CH2:11][CH2:10]2)=[N:5][CH:6]=[CH:7][CH:8]=1.FC(F)(F)C(O)=O.C(=O)(O)[O-].[Na+]. Product: [NH:12]1[CH2:11][CH2:10][CH:9]([C:4]2[C:3]([C:2]([F:23])([F:1])[F:22])=[CH:8][CH:7]=[CH:6][N:5]=2)[CH2:14][CH2:13]1. The catalyst class is: 4. (2) Reactant: [CH3:1][C:2]1[C:10]2[N:9]=[C:8]([CH2:11][CH2:12][CH3:13])[N:7]([CH2:14][C:15]3[CH:20]=[CH:19][C:18]([C:21]4[C:22]([C:27]([OH:29])=[O:28])=[CH:23][CH:24]=[CH:25][CH:26]=4)=[CH:17][CH:16]=3)[C:6]=2[CH:5]=[C:4]([C:30]2[N:34]([CH3:35])[C:33]3[CH:36]=[CH:37][CH:38]=[CH:39][C:32]=3[N:31]=2)[CH:3]=1.[OH-].[Na+:41]. Product: [Na+:41].[CH3:1][C:2]1[C:10]2[N:9]=[C:8]([CH2:11][CH2:12][CH3:13])[N:7]([CH2:14][C:15]3[CH:16]=[CH:17][C:18]([C:21]4[C:22]([C:27]([O-:29])=[O:28])=[CH:23][CH:24]=[CH:25][CH:26]=4)=[CH:19][CH:20]=3)[C:6]=2[CH:5]=[C:4]([C:30]2[N:34]([CH3:35])[C:33]3[CH:36]=[CH:37][CH:38]=[CH:39][C:32]=3[N:31]=2)[CH:3]=1. The catalyst class is: 1. (3) Reactant: C([O:3][C:4](=[O:41])[CH2:5][C@H:6]1[CH2:11][CH2:10][C@H:9]([NH:12][C:13](=[O:40])[CH:14]([CH:34]2[CH2:39][CH2:38][CH2:37][CH2:36][CH2:35]2)[N:15]2[C:19]3[CH:20]=[CH:21][C:22]([F:24])=[CH:23][C:18]=3[N:17]=[C:16]2[C@H:25]([O:32][CH3:33])[C:26]2[CH:31]=[CH:30][CH:29]=[CH:28][CH:27]=2)[CH2:8][CH2:7]1)C.[Li+].[OH-].Cl. Product: [CH:34]1([CH:14]([N:15]2[C:19]3[CH:20]=[CH:21][C:22]([F:24])=[CH:23][C:18]=3[N:17]=[C:16]2[C@H:25]([O:32][CH3:33])[C:26]2[CH:31]=[CH:30][CH:29]=[CH:28][CH:27]=2)[C:13]([NH:12][C@H:9]2[CH2:8][CH2:7][C@H:6]([CH2:5][C:4]([OH:41])=[O:3])[CH2:11][CH2:10]2)=[O:40])[CH2:39][CH2:38][CH2:37][CH2:36][CH2:35]1. The catalyst class is: 10.